From a dataset of Forward reaction prediction with 1.9M reactions from USPTO patents (1976-2016). Predict the product of the given reaction. (1) Given the reactants [CH2:1]([O:8][C:9]1[CH:14]=[CH:13][C:12]([C:15]2[NH:36][C:18]3=[N:19][CH:20]=[CH:21][C:22]([CH:23]4[CH2:28][CH2:27][N:26](C(OC(C)(C)C)=O)[CH2:25][CH2:24]4)=[C:17]3[N:16]=2)=[CH:11][CH:10]=1)[C:2]1[CH:7]=[CH:6][CH:5]=[CH:4][CH:3]=1.C(O)(C(F)(F)F)=O.[OH-].[Na+], predict the reaction product. The product is: [CH2:1]([O:8][C:9]1[CH:10]=[CH:11][C:12]([C:15]2[NH:36][C:18]3=[N:19][CH:20]=[CH:21][C:22]([CH:23]4[CH2:28][CH2:27][NH:26][CH2:25][CH2:24]4)=[C:17]3[N:16]=2)=[CH:13][CH:14]=1)[C:2]1[CH:3]=[CH:4][CH:5]=[CH:6][CH:7]=1. (2) Given the reactants Br[C:2]1[CH:7]=[CH:6][C:5]([S:8]([N:11]2[CH2:26][CH2:25][C:14]3([O:19][CH2:18][C:17](=[O:20])[N:16]([CH:21]4[CH2:24][O:23][CH2:22]4)[CH2:15]3)[CH2:13][CH2:12]2)(=[O:10])=[O:9])=[CH:4][CH:3]=1.CC1(C)C(C)(C)OB([C:35]2[CH:44]=[C:43]3[C:38]([CH:39]=[CH:40][CH:41]=[N:42]3)=[CH:37][CH:36]=2)O1.C(=O)([O-])[O-].[K+].[K+].CO, predict the reaction product. The product is: [O:23]1[CH2:24][CH:21]([N:16]2[CH2:15][C:14]3([CH2:25][CH2:26][N:11]([S:8]([C:5]4[CH:6]=[CH:7][C:2]([C:35]5[CH:44]=[C:43]6[C:38]([CH:39]=[CH:40][CH:41]=[N:42]6)=[CH:37][CH:36]=5)=[CH:3][CH:4]=4)(=[O:10])=[O:9])[CH2:12][CH2:13]3)[O:19][CH2:18][C:17]2=[O:20])[CH2:22]1. (3) Given the reactants Cl[CH2:2][CH2:3][N:4]([CH3:24])[C:5]1[CH:6]=[C:7]2[C:11](=[CH:12][CH:13]=1)[C:10](=[C:14]1[C:22]3[C:17](=[CH:18][CH:19]=[CH:20][CH:21]=3)[NH:16][C:15]1=[O:23])[O:9][CH2:8]2.[NH:25]1[CH2:30][CH2:29][O:28][CH2:27][CH2:26]1.O, predict the reaction product. The product is: [CH3:24][N:4]([CH2:3][CH2:2][N:25]1[CH2:30][CH2:29][O:28][CH2:27][CH2:26]1)[C:5]1[CH:6]=[C:7]2[C:11](=[CH:12][CH:13]=1)[C:10](=[C:14]1[C:22]3[C:17](=[CH:18][CH:19]=[CH:20][CH:21]=3)[NH:16][C:15]1=[O:23])[O:9][CH2:8]2.